Dataset: Reaction yield outcomes from USPTO patents with 853,638 reactions. Task: Predict the reaction yield, written as a fraction of the theoretical maximum amount of product (1.0 means a 100% yield; for example, 0.34 means a 34% yield). (1) The reactants are [Cl:1][C:2]1[C:6]([N:7]([CH2:14][CH3:15])[C:8](=[O:13])[CH2:9][CH2:10][S:11][CH3:12])=[CH:5][N:4]([C:16]2[CH:17]=[N:18][CH:19]=[CH:20][CH:21]=2)[N:3]=1.B1([O-])OO1.[OH2:26].[OH2:27].O.O.[Na+].C([O-])(O)=O.[Na+].C(OCC)(=O)C. The catalyst is C(O)(=O)C. The product is [Cl:1][C:2]1[C:6]([N:7]([CH2:14][CH3:15])[C:8](=[O:13])[CH2:9][CH2:10][S:11]([CH3:12])(=[O:27])=[O:26])=[CH:5][N:4]([C:16]2[CH:17]=[N:18][CH:19]=[CH:20][CH:21]=2)[N:3]=1. The yield is 0.470. (2) The reactants are C([N:4]1[C:9]2=[CH:10][CH:11]=[C:12]3[C:17]([N:16]=[C:15]([CH:18]([CH3:20])[CH3:19])[N:14]([C:21]4[CH:26]=[CH:25][C:24]([Cl:27])=[CH:23][CH:22]=4)[C:13]3=[O:28])=[C:8]2[C:7](=[CH2:29])[CH2:6][CH2:5]1)(=O)C.[OH-].[K+].Cl. The catalyst is CO. The product is [Cl:27][C:24]1[CH:23]=[CH:22][C:21]([N:14]2[C:13](=[O:28])[C:12]3[C:17](=[C:8]4[C:7](=[CH2:29])[CH2:6][CH2:5][NH:4][C:9]4=[CH:10][CH:11]=3)[N:16]=[C:15]2[CH:18]([CH3:20])[CH3:19])=[CH:26][CH:25]=1. The yield is 0.650. (3) The reactants are Cl.[F:2][C:3]1[CH:4]=[CH:5][CH:6]=[C:7]2[C:12]=1[C:11]([NH:13][C@H:14]1[CH2:18][CH2:17][NH:16][CH2:15]1)=[N:10][C:9]([C:19]1[NH:23][C:22](=[O:24])[NH:21][N:20]=1)=[CH:8]2.CC1C=CC=C(C)N=1.[C:33](Cl)(=[O:36])[CH:34]=[CH2:35]. The catalyst is C(Cl)Cl. The product is [C:33]([N:16]1[CH2:17][CH2:18][C@H:14]([NH:13][C:11]2[C:12]3[C:7](=[CH:6][CH:5]=[CH:4][C:3]=3[F:2])[CH:8]=[C:9]([C:19]3[NH:23][C:22](=[O:24])[NH:21][N:20]=3)[N:10]=2)[CH2:15]1)(=[O:36])[CH:34]=[CH2:35]. The yield is 0.155. (4) The reactants are [NH3:1].[Cl:2][C:3]1[CH:12]=[CH:11][C:10]([C:13]2[N:18]=[CH:17][CH:16]=[CH:15][N:14]=2)=[CH:9][C:4]=1[C:5](OC)=[O:6]. The catalyst is CO. The product is [Cl:2][C:3]1[CH:12]=[CH:11][C:10]([C:13]2[N:18]=[CH:17][CH:16]=[CH:15][N:14]=2)=[CH:9][C:4]=1[C:5]([NH2:1])=[O:6]. The yield is 0.540. (5) The reactants are [Cl:1][C:2]1[CH:8]=[C:7]([O:9][C:10]2[C:19]3[C:14](=[CH:15][C:16]([O:22][CH3:23])=[C:17]([O:20][CH3:21])[CH:18]=3)[N:13]=[CH:12][N:11]=2)[CH:6]=[CH:5][C:3]=1[NH2:4].Cl[C:25](Cl)([O:27]C(=O)OC(Cl)(Cl)Cl)Cl.[C:36]1([CH:42]([OH:45])[CH2:43][CH3:44])[CH:41]=[CH:40][CH:39]=[CH:38][CH:37]=1.C(=O)(O)[O-].[Na+]. The catalyst is C(Cl)Cl.C(N(CC)CC)C.C1(C)C=CC=CC=1. The product is [Cl:1][C:2]1[CH:8]=[C:7]([O:9][C:10]2[C:19]3[C:14](=[CH:15][C:16]([O:22][CH3:23])=[C:17]([O:20][CH3:21])[CH:18]=3)[N:13]=[CH:12][N:11]=2)[CH:6]=[CH:5][C:3]=1[NH:4][C:25](=[O:27])[O:45][CH:42]([C:36]1[CH:41]=[CH:40][CH:39]=[CH:38][CH:37]=1)[CH2:43][CH3:44]. The yield is 0.510. (6) The reactants are [Br:1][C:2]1[N:7]=[C:6]([CH:8]([OH:13])[C:9](OC)=[O:10])[CH:5]=[CH:4][CH:3]=1.[NH4+:14].[Cl-].N. No catalyst specified. The product is [Br:1][C:2]1[N:7]=[C:6]([CH:8]([OH:13])[C:9]([NH2:14])=[O:10])[CH:5]=[CH:4][CH:3]=1. The yield is 0.160. (7) The reactants are C(O[C:6](=O)[N:7]([C@H:9]1[C@H:13]([C:14]2[CH:19]=[CH:18][CH:17]=[CH:16][CH:15]=2)[CH2:12][N:11]([C:20]([N:22]2[CH2:27][CH2:26][N:25]([S:28]([CH3:31])(=[O:30])=[O:29])[CH2:24][CH2:23]2)=[O:21])[CH2:10]1)C)(C)(C)C.C(O)(C(F)(F)F)=O.C(Cl)[Cl:41]. No catalyst specified. The product is [Cl:41][C:17]1[CH:18]=[CH:19][C:14]([C@H:13]2[C@H:9]([NH:7][CH3:6])[CH2:10][N:11]([C:20]([N:22]3[CH2:27][CH2:26][N:25]([S:28]([CH3:31])(=[O:30])=[O:29])[CH2:24][CH2:23]3)=[O:21])[CH2:12]2)=[CH:15][CH:16]=1. The yield is 0.980. (8) The reactants are [S:1]1[CH:5]=[CH:4][CH:3]=[C:2]1[CH2:6][NH2:7].[C:8]1(=O)[O:13][C:11](=[O:12])[C:10]2=[CH:14][CH:15]=[CH:16][CH:17]=[C:9]12. The catalyst is C1(C)C=CC=CC=1. The product is [S:1]1[CH:5]=[CH:4][CH:3]=[C:2]1[CH2:6][N:7]1[C:11](=[O:12])[C:10]2[C:9](=[CH:17][CH:16]=[CH:15][CH:14]=2)[C:8]1=[O:13]. The yield is 0.950. (9) The reactants are [Cl:1][C:2]1[CH:7]=[CH:6][C:5]([S:8][C:9]2[C:10]([C:35]#[N:36])=[C:11]([C:25]3[CH:30]=[CH:29][N:28]=[C:27]([NH:31][C:32](=[O:34])[CH3:33])[CH:26]=3)[S:12][C:13]=2[C:14]2[N:18]=[CH:17][N:16]([CH:19]3[CH2:24][CH2:23][CH2:22][CH2:21][O:20]3)[N:15]=2)=[CH:4][CH:3]=1.ClC1C=CC=C(C(OO)=[O:45])C=1. The catalyst is C(Cl)Cl. The product is [Cl:1][C:2]1[CH:3]=[CH:4][C:5]([S:8]([C:9]2[C:10]([C:35]#[N:36])=[C:11]([C:25]3[CH:30]=[CH:29][N:28]=[C:27]([NH:31][C:32](=[O:34])[CH3:33])[CH:26]=3)[S:12][C:13]=2[C:14]2[N:18]=[CH:17][N:16]([CH:19]3[CH2:24][CH2:23][CH2:22][CH2:21][O:20]3)[N:15]=2)=[O:45])=[CH:6][CH:7]=1. The yield is 0.547. (10) The yield is 0.370. The catalyst is C(Cl)Cl. The product is [N:50]([CH2:34][O:33][C@@H:11]1[C@@H:10]([CH2:9][OH:8])[O:14][C@@H:13]([N:15]2[CH:22]=[C:21]([C:23]#[C:24][CH2:25][NH:26][C:27](=[O:32])[C:28]([F:31])([F:30])[F:29])[C:19](=[O:20])[NH:18][C:16]2=[O:17])[CH2:12]1)=[N+:51]=[N-:52]. The reactants are [Si]([O:8][CH2:9][C@H:10]1[O:14][C@@H:13]([N:15]2[CH:22]=[C:21]([C:23]#[C:24][CH2:25][NH:26][C:27](=[O:32])[C:28]([F:31])([F:30])[F:29])[C:19](=[O:20])[NH:18][C:16]2=[O:17])[CH2:12][C@@H:11]1[O:33][CH2:34]SC)(C(C)(C)C)(C)C.C1CCCCC=1.S(Cl)(Cl)(=O)=O.N#N.[N-:50]=[N+:51]=[N-:52].[Na+].